Task: Predict the product of the given reaction.. Dataset: Forward reaction prediction with 1.9M reactions from USPTO patents (1976-2016) Given the reactants [N:1]1[CH:6]=[CH:5][CH:4]=[N:3][C:2]=1[N:7]1[CH2:12][CH2:11][N:10]([C:13]2[CH:22]=[CH:21][C:16]([C:17]([NH:19][NH2:20])=[O:18])=[CH:15][CH:14]=2)[CH2:9][CH2:8]1.N1C=CC=CC=1.Cl[C:30]([C:32]1[CH:41]=[CH:40][C:35]([C:36]([O:38][CH3:39])=[O:37])=[CH:34][CH:33]=1)=[O:31].O, predict the reaction product. The product is: [N:1]1[CH:6]=[CH:5][CH:4]=[N:3][C:2]=1[N:7]1[CH2:8][CH2:9][N:10]([C:13]2[CH:14]=[CH:15][C:16]([C:17]([NH:19][NH:20][C:30]([C:32]3[CH:41]=[CH:40][C:35]([C:36]([O:38][CH3:39])=[O:37])=[CH:34][CH:33]=3)=[O:31])=[O:18])=[CH:21][CH:22]=2)[CH2:11][CH2:12]1.